Dataset: Full USPTO retrosynthesis dataset with 1.9M reactions from patents (1976-2016). Task: Predict the reactants needed to synthesize the given product. (1) The reactants are: [OH-:1].[Na+].[C:3]1([N:9]2[C:13]3([CH2:18][CH2:17][CH2:16][CH2:15][CH2:14]3)[CH2:12][NH:11][CH:10]2CC(OCC)=O)[CH:8]=[CH:7][CH:6]=[CH:5][CH:4]=1.O.Cl.[O:27]1[CH2:31][CH2:30]CC1. Given the product [C:3]1([N:9]2[C:13]3([CH2:14][CH2:15][CH2:16][CH2:17][CH2:18]3)[CH2:12][N:11]([CH2:30][C:31]([OH:27])=[O:1])[CH2:10]2)[CH:4]=[CH:5][CH:6]=[CH:7][CH:8]=1, predict the reactants needed to synthesize it. (2) Given the product [C:1]([C:5]1[C:9]([CH2:8][OH:7])=[N:13][NH:14][C:6]=1[OH:11])([CH3:4])([CH3:3])[CH3:2], predict the reactants needed to synthesize it. The reactants are: [C:1]([C:5]1[C:6](=[O:11])[O:7][CH2:8][C:9]=1O)([CH3:4])([CH3:3])[CH3:2].O.[NH2:13][NH2:14]. (3) Given the product [CH2:1]([O:7][C:8]1[C:9](=[O:20])[O:10][C:11]2[C:18]([O:19][CH2:22][CH2:23][C:24]([O:26][CH2:27][CH3:28])=[O:25])=[CH:17][CH:16]=[CH:15][C:12]=2[C:13]=1[OH:14])[CH2:2][CH2:3][CH2:4][CH2:5][CH3:6], predict the reactants needed to synthesize it. The reactants are: [CH2:1]([O:7][C:8]1[C:9](=[O:20])[O:10][C:11]2[C:18]([OH:19])=[CH:17][CH:16]=[CH:15][C:12]=2[C:13]=1[OH:14])[CH2:2][CH2:3][CH2:4][CH2:5][CH3:6].Br[CH2:22][CH2:23][C:24]([O:26][CH2:27][CH3:28])=[O:25].